Dataset: Catalyst prediction with 721,799 reactions and 888 catalyst types from USPTO. Task: Predict which catalyst facilitates the given reaction. (1) Reactant: C([O:3][C:4](=[O:39])[CH2:5][CH2:6][CH2:7][CH2:8][CH2:9][O:10][C:11]1[CH:16]=[CH:15][C:14]([C:17]([CH2:36][CH3:37])([C:20]2[CH:25]=[CH:24][C:23]([C:26]#[C:27][C:28]3([OH:34])[CH2:33][CH2:32][CH2:31][CH2:30][CH2:29]3)=[C:22]([CH3:35])[CH:21]=2)[CH2:18][CH3:19])=[CH:13][C:12]=1[CH3:38])C.[OH-].[K+].[NH4+].[Cl-]. Product: [CH2:18]([C:17]([C:14]1[CH:15]=[CH:16][C:11]([O:10][CH2:9][CH2:8][CH2:7][CH2:6][CH2:5][C:4]([OH:39])=[O:3])=[C:12]([CH3:38])[CH:13]=1)([C:20]1[CH:25]=[CH:24][C:23]([C:26]#[C:27][C:28]2([OH:34])[CH2:33][CH2:32][CH2:31][CH2:30][CH2:29]2)=[C:22]([CH3:35])[CH:21]=1)[CH2:36][CH3:37])[CH3:19]. The catalyst class is: 5. (2) Reactant: [CH2:1]([O:3][C:4](=[O:19])[CH:5]([O:16][CH2:17][CH3:18])[CH2:6][C:7]1[CH:15]=[CH:14][CH:13]=[C:12]2[C:8]=1[CH:9]=[CH:10][NH:11]2)[CH3:2].Cl[CH2:21][C:22]1[N:23]=[C:24]([C:28]2[CH:33]=[CH:32][C:31]([C:34]([F:37])([F:36])[F:35])=[CH:30][CH:29]=2)[O:25][C:26]=1[CH3:27].[H-].[Na+]. Product: [CH2:1]([O:3][C:4](=[O:19])[CH:5]([O:16][CH2:17][CH3:18])[CH2:6][C:7]1[CH:15]=[CH:14][CH:13]=[C:12]2[C:8]=1[CH:9]=[CH:10][N:11]2[CH2:21][C:22]1[N:23]=[C:24]([C:28]2[CH:29]=[CH:30][C:31]([C:34]([F:37])([F:36])[F:35])=[CH:32][CH:33]=2)[O:25][C:26]=1[CH3:27])[CH3:2]. The catalyst class is: 9.